From a dataset of Full USPTO retrosynthesis dataset with 1.9M reactions from patents (1976-2016). Predict the reactants needed to synthesize the given product. (1) The reactants are: [C:1]([O:5][C:6]([N:8]1[CH2:12][CH2:11][CH2:10][C@H:9]1[CH2:13][C:14]([OH:16])=[O:15])=[O:7])([CH3:4])([CH3:3])[CH3:2].[C:17](#N)C.C(N(CC)C(C)C)(C)C.C[Si](C=[N+]=[N-])(C)C. Given the product [C:1]([O:5][C:6]([N:8]1[CH2:12][CH2:11][CH2:10][C@H:9]1[CH2:13][C:14]([O:16][CH3:17])=[O:15])=[O:7])([CH3:4])([CH3:2])[CH3:3], predict the reactants needed to synthesize it. (2) Given the product [C:19]([O:18][C:16]([NH:15][C@@H:10]1[CH2:11][CH2:12][CH2:13][CH2:14][C@@H:9]1[NH:8][CH3:1])=[O:17])([CH3:22])([CH3:21])[CH3:20], predict the reactants needed to synthesize it. The reactants are: [CH2:1]([N:8](C)[C@@H:9]1[CH2:14][CH2:13][CH2:12][CH2:11][C@@H:10]1[NH:15][C:16]([O:18][C:19]([CH3:22])([CH3:21])[CH3:20])=[O:17])C1C=CC=CC=1.[H][H]. (3) Given the product [Br:1][C:2]1[CH:7]=[CH:6][C:5]([C:8]2[N:13]([CH2:14][C:15]3[CH:20]=[CH:19][C:18]([CH3:21])=[CH:17][C:16]=3[CH3:22])[C:12](=[O:23])[CH:11]=[C:10]([C:27]([F:30])([F:28])[F:29])[CH:9]=2)=[CH:4][CH:3]=1, predict the reactants needed to synthesize it. The reactants are: [Br:1][C:2]1[CH:7]=[CH:6][C:5]([C:8]2[N:13]([CH2:14][C:15]3[CH:20]=[CH:19][C:18]([CH3:21])=[CH:17][C:16]=3[CH3:22])[C:12](=[O:23])[C:11](C(O)=O)=[C:10]([C:27]([F:30])([F:29])[F:28])[CH:9]=2)=[CH:4][CH:3]=1. (4) Given the product [CH3:33][NH:34][C:35]([N:10]1[C:11]2([CH2:16][CH2:15][N:14]([C:17]([O:19][C:20]([CH3:22])([CH3:21])[CH3:23])=[O:18])[CH2:13][CH2:12]2)[C:6]2=[CH:5][CH:4]=[C:3]([C:2]([F:1])([F:24])[F:25])[N:7]2[CH2:8][CH2:9]1)=[O:36], predict the reactants needed to synthesize it. The reactants are: [F:1][C:2]([F:25])([F:24])[C:3]1[N:7]2[CH2:8][CH2:9][NH:10][C:11]3([CH2:16][CH2:15][N:14]([C:17]([O:19][C:20]([CH3:23])([CH3:22])[CH3:21])=[O:18])[CH2:13][CH2:12]3)[C:6]2=[CH:5][CH:4]=1.CCN(CC)CC.[CH3:33][N:34]=[C:35]=[O:36]. (5) Given the product [CH3:26][CH:25]([N:22]1[CH2:23][C:18]([C:11]2[CH:12]=[CH:13][C:14]([N+:15]([O-:17])=[O:16])=[C:9]([O:8][CH3:7])[CH:10]=2)=[CH:19][CH2:20][CH2:21]1)[CH3:27], predict the reactants needed to synthesize it. The reactants are: C(=O)([O-])[O-].[K+].[K+].[CH3:7][O:8][C:9]1[CH:10]=[C:11]([C:18]2[CH2:23][NH:22][CH2:21][CH2:20][CH:19]=2)[CH:12]=[CH:13][C:14]=1[N+:15]([O-:17])=[O:16].I[CH:25]([CH3:27])[CH3:26]. (6) Given the product [Cl:33][C:32]1[CH:31]=[CH:30][CH:29]=[C:28]([Cl:34])[C:27]=1[N:24]1[C:25](=[NH:26])[C:19]2[C:20](=[N:21][C:16]([NH:46][C:49]3[CH:50]=[C:51]4[C:52](=[CH:53][CH:54]=3)[CH:3]([CH2:4][CH3:5])[NH:2][CH2:11][CH2:10]4)=[N:17][CH:18]=2)[N:22]([CH3:36])[C:23]1=[O:35], predict the reactants needed to synthesize it. The reactants are: C[N:2]1[CH2:11][C:10](C)(C)C2[C:4](=[CH:5]C(N)=CC=2)[CH2:3]1.Cl[C:16]1[N:21]=[C:20]2[N:22]([CH3:36])[C:23](=[O:35])[N:24]([C:27]3[C:32]([Cl:33])=[CH:31][CH:30]=[CH:29][C:28]=3[Cl:34])[C:25](=[NH:26])[C:19]2=[CH:18][N:17]=1.ClC1N=C2NC(=O)[N:46]([C:49]3[C:54](Cl)=[CH:53][CH:52]=[CH:51][C:50]=3Cl)C(=N)C2=CN=1.